Task: Predict the reaction yield, written as a fraction of the theoretical maximum amount of product (1.0 means a 100% yield; for example, 0.34 means a 34% yield).. Dataset: Reaction yield outcomes from USPTO patents with 853,638 reactions The reactants are [NH2:1][C:2]1[C:3]([Cl:11])=[N:4][CH:5]=[CH:6][C:7]=1[C:8]([NH2:10])=[O:9].[CH:12](OCC)(OCC)OCC. No catalyst specified. The product is [Cl:11][C:3]1[C:2]2[N:1]=[CH:12][NH:10][C:8](=[O:9])[C:7]=2[CH:6]=[CH:5][N:4]=1. The yield is 0.970.